Dataset: Forward reaction prediction with 1.9M reactions from USPTO patents (1976-2016). Task: Predict the product of the given reaction. (1) Given the reactants CC(C1C=C(C(C)C)C(C2C=CC=CC=2P(C2CCCCC2)C2CCCCC2)=C(C(C)C)C=1)C.C(=O)([O-])[O-].[K+].[K+].[CH:41]1([B-](F)(F)F)[CH2:43][CH2:42]1.[K+].Cl[C:50]1[CH:51]=[C:52]([CH:62]=[O:63])[CH:53]=[C:54]2[C:59]=1[O:58][C:57]([CH3:61])([CH3:60])[CH2:56][CH2:55]2, predict the reaction product. The product is: [CH:41]1([C:50]2[CH:51]=[C:52]([CH:62]=[O:63])[CH:53]=[C:54]3[C:59]=2[O:58][C:57]([CH3:60])([CH3:61])[CH2:56][CH2:55]3)[CH2:43][CH2:42]1. (2) Given the reactants C1C=CC2N(O)N=[N:7]C=2C=1.CCN=C=NCCCN(C)C.Cl.Cl.CCN(C(C)C)C(C)C.[I:33][C:34]1[CH:39]=[CH:38][CH:37]=[CH:36][C:35]=1[CH:40]([CH2:44][CH3:45])[C:41](O)=[O:42].C(=O)([O-])[O-].[NH4+].[NH4+], predict the reaction product. The product is: [I:33][C:34]1[CH:39]=[CH:38][CH:37]=[CH:36][C:35]=1[CH:40]([CH2:44][CH3:45])[C:41]([NH2:7])=[O:42]. (3) Given the reactants [CH3:1][C@H:2]1[O:7][C@@H:6]([CH3:8])[CH2:5][N:4]([C:9]2[C:23]([CH2:24][OH:25])=[CH:22][C:12]3[C:13]([C:16]4[N:17]=[C:18]([CH3:21])[O:19][CH:20]=4)=[N:14][O:15][C:11]=3[C:10]=2[F:26])[CH2:3]1, predict the reaction product. The product is: [CH3:1][C@H:2]1[O:7][C@@H:6]([CH3:8])[CH2:5][N:4]([C:9]2[C:23]([CH:24]=[O:25])=[CH:22][C:12]3[C:13]([C:16]4[N:17]=[C:18]([CH3:21])[O:19][CH:20]=4)=[N:14][O:15][C:11]=3[C:10]=2[F:26])[CH2:3]1. (4) Given the reactants [CH3:1][C@H:2]1[O:7][CH2:6][C@@H:5]([CH3:8])[NH:4][CH2:3]1.[Cl:9][C:10]1[CH:15]=[C:14](Cl)[N:13]=[C:12]([NH:17][CH3:18])[N:11]=1.CCN(C(C)C)C(C)C, predict the reaction product. The product is: [Cl:9][C:10]1[CH:15]=[C:14]([N:4]2[C@H:5]([CH3:8])[CH2:6][O:7][C@H:2]([CH3:1])[CH2:3]2)[N:13]=[C:12]([NH:17][CH3:18])[N:11]=1. (5) Given the reactants C([N:8]1[CH2:14][CH2:13][C:12](=[CH2:15])[C:11]2[N:16]=[C:17]([N:20]3[CH2:25][CH2:24][O:23][CH2:22][CH2:21]3)[CH:18]=[CH:19][C:10]=2[CH2:9]1)C1C=CC=CC=1, predict the reaction product. The product is: [CH3:15][CH:12]1[CH2:13][CH2:14][NH:8][CH2:9][C:10]2[CH:19]=[CH:18][C:17]([N:20]3[CH2:25][CH2:24][O:23][CH2:22][CH2:21]3)=[N:16][C:11]1=2.